From a dataset of Peptide-MHC class II binding affinity with 134,281 pairs from IEDB. Regression. Given a peptide amino acid sequence and an MHC pseudo amino acid sequence, predict their binding affinity value. This is MHC class II binding data. (1) The peptide sequence is IQSIPFVHLGHRDNI. The MHC is DRB1_0701 with pseudo-sequence DRB1_0701. The binding affinity (normalized) is 0.537. (2) The peptide sequence is NRNNTFKPFAEYKSDYVYQPFPK. The MHC is HLA-DQA10501-DQB10301 with pseudo-sequence HLA-DQA10501-DQB10301. The binding affinity (normalized) is 0.169. (3) The peptide sequence is DVCGMFTNRSGSQQW. The MHC is HLA-DQA10103-DQB10603 with pseudo-sequence HLA-DQA10103-DQB10603. The binding affinity (normalized) is 0.350. (4) The peptide sequence is HGLDVKFHTQAFSAH. The MHC is DRB4_0103 with pseudo-sequence DRB4_0103. The binding affinity (normalized) is 0.521. (5) The peptide sequence is AGSYAADLGYGPATP. The MHC is HLA-DQA10102-DQB10602 with pseudo-sequence HLA-DQA10102-DQB10602. The binding affinity (normalized) is 0.236. (6) The peptide sequence is VLAIVALVVATIIAI. The MHC is HLA-DPA10103-DPB10301 with pseudo-sequence HLA-DPA10103-DPB10301. The binding affinity (normalized) is 0.181.